Dataset: Reaction yield outcomes from USPTO patents with 853,638 reactions. Task: Predict the reaction yield, written as a fraction of the theoretical maximum amount of product (1.0 means a 100% yield; for example, 0.34 means a 34% yield). The reactants are [NH2:1][C:2]1[CH:7]=[CH:6][CH:5]=[CH:4][C:3]=1[C:8](=[O:10])[CH3:9].C([N:13]([CH2:16][CH3:17])[CH2:14][CH3:15])C.C(Cl)C1C=CN=CC=1.[O:26]1CC[CH2:28][CH2:27]1. No catalyst specified. The product is [C:8]([C:3]1[CH:4]=[CH:5][CH:6]=[CH:7][C:2]=1[NH:1][C:27](=[O:26])[C:28]1[CH:15]=[CH:14][N:13]=[CH:16][CH:17]=1)(=[O:10])[CH3:9]. The yield is 0.280.